The task is: Predict the product of the given reaction.. This data is from Forward reaction prediction with 1.9M reactions from USPTO patents (1976-2016). (1) Given the reactants Br[C:2]1[S:6][C:5]([C:7]2[CH:8]=[CH:9][C:10]([O:15][CH:16]([CH3:18])[CH3:17])=[C:11]([CH:14]=2)[C:12]#[N:13])=[N:4][N:3]=1.[CH2:19]([C:21]1[C:30](B2OC(C)(C)C(C)(C)O2)=[CH:29][CH:28]=[C:27]2[C:22]=1[CH2:23][CH2:24][N:25](C(=O)C(F)(F)F)[CH2:26]2)[CH3:20].C([O-])([O-])=O.[Na+].[Na+], predict the reaction product. The product is: [CH2:19]([C:21]1[C:30]([C:2]2[S:6][C:5]([C:7]3[CH:8]=[CH:9][C:10]([O:15][CH:16]([CH3:18])[CH3:17])=[C:11]([C:12]#[N:13])[CH:14]=3)=[N:4][N:3]=2)=[CH:29][CH:28]=[C:27]2[C:22]=1[CH2:23][CH2:24][NH:25][CH2:26]2)[CH3:20]. (2) Given the reactants [Cl-].[Cl-].[Cl-].[Al+3].[F:5][C:6]1[C:15]2[C:10](=[CH:11][CH:12]=[CH:13][CH:14]=2)[CH:9]=[CH:8][CH:7]=1.[C:16]1([S:22](Cl)(=[O:24])=[O:23])[CH:21]=[CH:20][CH:19]=[CH:18][CH:17]=1, predict the reaction product. The product is: [F:5][C:6]1[C:15]2[C:10](=[CH:11][CH:12]=[CH:13][CH:14]=2)[C:9]([S:22]([C:16]2[CH:21]=[CH:20][CH:19]=[CH:18][CH:17]=2)(=[O:24])=[O:23])=[CH:8][CH:7]=1. (3) Given the reactants [N:1]1([NH:10][C:11](=[O:19])OC2C=CC=CC=2)[C:9]2[C:4](=[CH:5][CH:6]=[CH:7][CH:8]=2)[CH:3]=[CH:2]1.[NH2:20][C:21]1[N:22]=[N:23][C:24]([Cl:27])=[CH:25][CH:26]=1.ClCCl, predict the reaction product. The product is: [Cl:27][C:24]1[N:23]=[N:22][C:21]([NH:20][C:11]([NH:10][N:1]2[C:9]3[C:4](=[CH:5][CH:6]=[CH:7][CH:8]=3)[CH:3]=[CH:2]2)=[O:19])=[CH:26][CH:25]=1.